Dataset: Reaction yield outcomes from USPTO patents with 853,638 reactions. Task: Predict the reaction yield, written as a fraction of the theoretical maximum amount of product (1.0 means a 100% yield; for example, 0.34 means a 34% yield). (1) The reactants are [Br:1][C:2]1[CH:3]=[C:4]2[C:11]3([C:15](=[O:16])[N:14]([CH2:17][CH2:18][CH:19]4[CH2:21][CH2:20]4)[C:13](SCCC4CC4)=[N:12]3)[CH2:10][CH:9]([C:28]3[CH:33]=[CH:32][CH:31]=[CH:30][CH:29]=3)[O:8][C:5]2=[CH:6][CH:7]=1.[NH4+:34].[I-].N.CCO. No catalyst specified. The product is [NH2:34][C:13]1[N:14]([CH2:17][CH2:18][CH:19]2[CH2:21][CH2:20]2)[C:15](=[O:16])[C:11]2([C:4]3[C:5](=[CH:6][CH:7]=[C:2]([Br:1])[CH:3]=3)[O:8][CH:9]([C:28]3[CH:33]=[CH:32][CH:31]=[CH:30][CH:29]=3)[CH2:10]2)[N:12]=1. The yield is 0.240. (2) The reactants are [CH3:1][C:2]([CH3:34])([CH3:33])[CH2:3][C:4]([NH:6][C:7]1[C:8]([CH3:32])=[C:9]([CH3:31])[C:10]2[O:14][CH2:13][CH:12]([C:15]3[CH:20]=[CH:19][C:18](/[C:21](/[CH3:28])=[CH:22]/[C:23]([O:25][CH2:26][CH3:27])=[O:24])=[CH:17][CH:16]=3)[C:11]=2[C:29]=1[CH3:30])=[O:5]. The catalyst is C(OCC)(=O)C.CCCCCC. The product is [CH3:34][C:2]([CH3:1])([CH3:33])[CH2:3][C:4]([NH:6][C:7]1[C:8]([CH3:32])=[C:9]([CH3:31])[C:10]2[O:14][CH2:13][CH:12]([C:15]3[CH:20]=[CH:19][C:18]([CH:21]([CH3:28])[CH2:22][C:23]([O:25][CH2:26][CH3:27])=[O:24])=[CH:17][CH:16]=3)[C:11]=2[C:29]=1[CH3:30])=[O:5]. The yield is 0.760. (3) The reactants are [Cl:1][C:2]1[CH:3]=[C:4]([CH:20]=[CH:21][C:22]=1[Cl:23])[CH2:5][S:6][CH2:7][C:8]1[C:17]([OH:18])=[CH:16][CH:15]=[C:14]2[C:9]=1[CH2:10][CH2:11][CH2:12][C:13]2=[O:19].[N:24]1([CH2:29][C@@H:30]([C:32]2[CH:37]=[CH:36][CH:35]=[CH:34][CH:33]=2)O)[CH:28]=[CH:27][N:26]=[CH:25]1.C1C=CC(P(C2C=CC=CC=2)C2C=CC=CC=2)=CC=1.N(C(OC(C)C)=O)=NC(OC(C)C)=O. The catalyst is O1CCCC1. The product is [Cl:1][C:2]1[CH:3]=[C:4]([CH:20]=[CH:21][C:22]=1[Cl:23])[CH2:5][S:6][CH2:7][C:8]1[C:17]([O:18][C@@H:30]([C:32]2[CH:37]=[CH:36][CH:35]=[CH:34][CH:33]=2)[CH2:29][N:24]2[CH:28]=[CH:27][N:26]=[CH:25]2)=[CH:16][CH:15]=[C:14]2[C:9]=1[CH2:10][CH2:11][CH2:12][C:13]2=[O:19]. The yield is 0.750. (4) The reactants are [Cl:1][C:2]1[CH:7]=[CH:6][CH:5]=[CH:4][C:3]=1[C:8]1[C:13]([CH2:14]O)=[CH:12][CH:11]=[CH:10][N:9]=1.S(Cl)([Cl:18])=O. No catalyst specified. The product is [Cl:18][CH2:14][C:13]1[C:8]([C:3]2[CH:4]=[CH:5][CH:6]=[CH:7][C:2]=2[Cl:1])=[N:9][CH:10]=[CH:11][CH:12]=1. The yield is 0.920. (5) The catalyst is C1COCC1. The reactants are CC1C=CC(S(O[CH2:12][C@@H:13]2[O:27][C:17]3=[C:18]4[C:23](=[CH:24][CH:25]=[C:16]3[O:15][CH2:14]2)[N:22]=[C:21]([CH3:26])[CH:20]=[CH:19]4)(=O)=O)=CC=1.[NH:28]1[CH2:33][CH:32]=[C:31]([C:34]2[C:42]3[C:37](=[CH:38][CH:39]=[CH:40][CH:41]=3)[NH:36][CH:35]=2)[CH2:30][CH2:29]1.C([O-])([O-])=O.[K+].[K+].CN(C=O)C. The yield is 0.720. The product is [NH:36]1[C:37]2[C:42](=[CH:41][CH:40]=[CH:39][CH:38]=2)[C:34]([C:31]2[CH2:32][CH2:33][N:28]([CH2:12][C@@H:13]3[O:27][C:17]4=[C:18]5[C:23](=[CH:24][CH:25]=[C:16]4[O:15][CH2:14]3)[N:22]=[C:21]([CH3:26])[CH:20]=[CH:19]5)[CH2:29][CH:30]=2)=[CH:35]1. (6) The reactants are COCCOC[O:7][C:8]1[CH:13]=[CH:12][C:11]([C:14]2[CH:19]=[CH:18][C:17]([C:20]([N:22]([CH2:24][C:25]3[CH:26]=[C:27]([C:31]4[CH:36]=[CH:35][C:34]([CH2:37][CH:38]5[S:42][C:41](=[O:43])[NH:40][C:39]5=[O:44])=[CH:33][CH:32]=4)[CH:28]=[CH:29][CH:30]=3)[CH3:23])=[O:21])=[CH:16][CH:15]=2)=[CH:10][CH:9]=1.S(=O)(=O)(O)O. The catalyst is CO. The product is [OH:7][C:8]1[CH:13]=[CH:12][C:11]([C:14]2[CH:19]=[CH:18][C:17]([C:20]([N:22]([CH2:24][C:25]3[CH:26]=[C:27]([C:31]4[CH:36]=[CH:35][C:34]([CH2:37][CH:38]5[S:42][C:41](=[O:43])[NH:40][C:39]5=[O:44])=[CH:33][CH:32]=4)[CH:28]=[CH:29][CH:30]=3)[CH3:23])=[O:21])=[CH:16][CH:15]=2)=[CH:10][CH:9]=1. The yield is 0.990. (7) The reactants are [F:1][C:2]([F:20])([F:19])[O:3][C:4]1[CH:9]=[CH:8][C:7]([C:10]2[O:14][C:13]([C:15]([NH:17][NH2:18])=O)=[N:12][CH:11]=2)=[CH:6][CH:5]=1.Cl.[C:22](=N)([NH2:24])[CH3:23].[OH-].[Na+]. The catalyst is C1COCC1. The product is [CH3:23][C:22]1[NH:18][N:17]=[C:15]([C:13]2[O:14][C:10]([C:7]3[CH:8]=[CH:9][C:4]([O:3][C:2]([F:20])([F:19])[F:1])=[CH:5][CH:6]=3)=[CH:11][N:12]=2)[N:24]=1. The yield is 0.800. (8) The reactants are Cl.[F:2][C:3]1[CH:17]=[CH:16][C:6]2[N:7]=[C:8]([NH:10][C@H:11]3[CH2:14][C@H:13]([NH2:15])[CH2:12]3)[S:9][C:5]=2[CH:4]=1.Cl[C:19]1[C:24]([N:25]([CH3:30])[C:26](=O)[O:27]C)=[CH:23][CH:22]=[CH:21][N:20]=1.CC(C)([O-])C.[Na+]. The catalyst is O1CCOCC1. The product is [F:2][C:3]1[CH:17]=[CH:16][C:6]2[N:7]=[C:8]([NH:10][C@H:11]3[CH2:12][C@H:13]([N:15]4[C:19]5=[N:20][CH:21]=[CH:22][CH:23]=[C:24]5[N:25]([CH3:30])[C:26]4=[O:27])[CH2:14]3)[S:9][C:5]=2[CH:4]=1. The yield is 0.467. (9) The reactants are [C:1]([N:5]1[C:10](=[O:11])[C:9]([Cl:12])=[C:8]([OH:13])[CH:7]=[N:6]1)([CH3:4])([CH3:3])[CH3:2].O[CH2:15][C:16]1[CH:21]=[CH:20][C:19]([CH2:22][CH2:23][CH:24]([OH:26])[CH3:25])=[CH:18][CH:17]=1.C1(P(C2C=CC=CC=2)C2C=CC=CC=2)C=CC=CC=1.N(C(OC(C)C)=O)=NC(OC(C)C)=O. The catalyst is C1COCC1.C(OCC)(=O)C. The product is [C:1]([N:5]1[C:10](=[O:11])[C:9]([Cl:12])=[C:8]([O:13][CH2:15][C:16]2[CH:21]=[CH:20][C:19]([CH2:22][CH2:23][CH:24]([OH:26])[CH3:25])=[CH:18][CH:17]=2)[CH:7]=[N:6]1)([CH3:4])([CH3:2])[CH3:3]. The yield is 0.480.